The task is: Predict the reactants needed to synthesize the given product.. This data is from Full USPTO retrosynthesis dataset with 1.9M reactions from patents (1976-2016). (1) Given the product [F:1][C:2]1[CH:3]=[C:4]([NH:18][C:19](=[O:25])[C:20]([NH:30][C:29]2[CH:31]=[CH:32][CH:33]=[C:27]([F:26])[CH:28]=2)=[O:22])[CH:5]=[CH:6][C:7]=1[O:8][C:9]1[CH:14]=[CH:13][N:12]=[C:11]2[CH:15]=[CH:16][S:17][C:10]=12, predict the reactants needed to synthesize it. The reactants are: [F:1][C:2]1[CH:3]=[C:4]([NH:18][C:19](=[O:25])[C:20]([O:22]CC)=O)[CH:5]=[CH:6][C:7]=1[O:8][C:9]1[CH:14]=[CH:13][N:12]=[C:11]2[CH:15]=[CH:16][S:17][C:10]=12.[F:26][C:27]1[CH:28]=[C:29]([CH:31]=[CH:32][CH:33]=1)[NH2:30]. (2) Given the product [CH3:19][O:20][C:21]([C:23]1[CH:24]=[C:25]2[C:29](=[CH:30][CH:31]=1)[N:28]([CH2:13][C:7]1[C:6]([O:5][CH2:1][CH:2]([CH3:3])[CH3:4])=[CH:11][CH:10]=[C:9]([CH3:12])[N:8]=1)[N:27]=[CH:26]2)=[O:22], predict the reactants needed to synthesize it. The reactants are: [CH2:1]([O:5][C:6]1[C:7]([CH2:13]OS(C)(=O)=O)=[N:8][C:9]([CH3:12])=[CH:10][CH:11]=1)[CH:2]([CH3:4])[CH3:3].[CH3:19][O:20][C:21]([C:23]1[CH:24]=[C:25]2[C:29](=[CH:30][CH:31]=1)[NH:28][N:27]=[CH:26]2)=[O:22].C(=O)([O-])[O-].[Cs+].[Cs+]. (3) Given the product [F:1][C:2]1[CH:7]=[CH:6][CH:5]=[CH:4][C:3]=1[CH2:8][C:9]([O:11][CH3:12])=[O:10], predict the reactants needed to synthesize it. The reactants are: [F:1][C:2]1[CH:7]=[CH:6][CH:5]=[CH:4][C:3]=1[CH2:8][C:9]([OH:11])=[O:10].[CH3:12][Si](Cl)(C)C. (4) Given the product [Cl:1][C:2]1[C:7]2[N:8]=[C:9]([CH2:27][CH3:28])[N:10]([C:11]3[CH:12]=[CH:13][C:14]([CH2:17][CH2:18][NH2:19])=[CH:15][CH:16]=3)[C:6]=2[CH:5]=[C:4]([CH3:29])[N:3]=1, predict the reactants needed to synthesize it. The reactants are: [Cl:1][C:2]1[C:7]2[N:8]=[C:9]([CH2:27][CH3:28])[N:10]([C:11]3[CH:16]=[CH:15][C:14]([CH2:17][CH2:18][NH:19]C(=O)OC(C)(C)C)=[CH:13][CH:12]=3)[C:6]=2[CH:5]=[C:4]([CH3:29])[N:3]=1.FC(F)(F)C(O)=O.